Regression. Given a peptide amino acid sequence and an MHC pseudo amino acid sequence, predict their binding affinity value. This is MHC class II binding data. From a dataset of Peptide-MHC class II binding affinity with 134,281 pairs from IEDB. (1) The peptide sequence is FKVQFLFSSMIDPLI. The MHC is H-2-IAb with pseudo-sequence H-2-IAb. The binding affinity (normalized) is 0.503. (2) The peptide sequence is TTVLDFHPGAGKTRR. The MHC is DRB1_0301 with pseudo-sequence DRB1_0301. The binding affinity (normalized) is 0.465.